Dataset: CYP1A2 inhibition data for predicting drug metabolism from PubChem BioAssay. Task: Regression/Classification. Given a drug SMILES string, predict its absorption, distribution, metabolism, or excretion properties. Task type varies by dataset: regression for continuous measurements (e.g., permeability, clearance, half-life) or binary classification for categorical outcomes (e.g., BBB penetration, CYP inhibition). Dataset: cyp1a2_veith. (1) The drug is COC(=O)[C@@H]1C[C@H]1[C@@H](NC(=O)c1cnccn1)c1ccccc1. The result is 1 (inhibitor). (2) The drug is NNC(=O)c1cn2ccccc2n1. The result is 1 (inhibitor). (3) The compound is Cc1ccccc1S(=O)(=O)Oc1ccccc1C(=O)Oc1ccccc1. The result is 1 (inhibitor). (4) The drug is Cc1nn(-c2ccc(F)cc2)c(C)c1NS(=O)(=O)c1ccc2ccccc2c1. The result is 1 (inhibitor). (5) The molecule is Cn1ncc2c(Nc3cccc(Cl)c3)nc(Nc3cccc(Cl)c3)nc21. The result is 1 (inhibitor). (6) The molecule is c1ccc(-c2ccc(N3CCCC4(CCNCC4)C3)cc2)cc1. The result is 1 (inhibitor). (7) The drug is COc1cc(NC(=S)Nc2ccc(S(=O)(=O)N3CCOCC3)cc2)cc(OC)c1OC. The result is 1 (inhibitor). (8) The result is 0 (non-inhibitor). The compound is CC(C)COC[C@H](CN(Cc1ccccc1)c1ccccc1)N1CCCC1. (9) The compound is COc1ccc(-n2c(-c3ccccc3)nc(=S)c3c2CCCC3)cc1. The result is 0 (non-inhibitor).